This data is from Catalyst prediction with 721,799 reactions and 888 catalyst types from USPTO. The task is: Predict which catalyst facilitates the given reaction. (1) Reactant: C(OC([N:8]1[CH2:13][CH2:12][CH:11]([NH:14][C:15](=[O:29])[C:16]2[CH:21]=[C:20]([O:22][CH3:23])[CH:19]=[C:18]([O:24][CH2:25][C:26](=[O:28])[NH2:27])[CH:17]=2)[CH2:10][CH2:9]1)=O)(C)(C)C.[ClH:30].O1CCOCC1. Product: [ClH:30].[C:26]([CH2:25][O:24][C:18]1[CH:17]=[C:16]([CH:21]=[C:20]([O:22][CH3:23])[CH:19]=1)[C:15]([NH:14][CH:11]1[CH2:10][CH2:9][NH:8][CH2:13][CH2:12]1)=[O:29])(=[O:28])[NH2:27]. The catalyst class is: 14. (2) The catalyst class is: 1. Reactant: [CH2:1]([O:8][C:9]1[CH:14]=[CH:13][C:12](Br)=[CH:11][CH:10]=1)[C:2]1[CH:7]=[CH:6][CH:5]=[CH:4][CH:3]=1.C([Li])CCC.[Br:21][C:22]1[CH:23]=[CH:24][C:25]([CH3:30])=[C:26]([CH:29]=1)[CH:27]=[O:28]. Product: [CH2:1]([O:8][C:9]1[CH:14]=[CH:13][C:12]([CH:27]([C:26]2[CH:29]=[C:22]([Br:21])[CH:23]=[CH:24][C:25]=2[CH3:30])[OH:28])=[CH:11][CH:10]=1)[C:2]1[CH:7]=[CH:6][CH:5]=[CH:4][CH:3]=1.